Dataset: Forward reaction prediction with 1.9M reactions from USPTO patents (1976-2016). Task: Predict the product of the given reaction. Given the reactants [NH:1]1[C:9]2[C:4](=[CH:5][CH:6]=[CH:7][CH:8]=2)[C:3]([C:10]([O:12][CH3:13])=[O:11])=[N:2]1.[F:14][C:15]1[CH:22]=[CH:21][CH:20]=[CH:19][C:16]=1[CH2:17]Br.C(=O)([O-])[O-].[Cs+].[Cs+], predict the reaction product. The product is: [F:14][C:15]1[CH:22]=[CH:21][CH:20]=[CH:19][C:16]=1[CH2:17][N:1]1[C:9]2[C:4](=[CH:5][CH:6]=[CH:7][CH:8]=2)[C:3]([C:10]([O:12][CH3:13])=[O:11])=[N:2]1.